From a dataset of Full USPTO retrosynthesis dataset with 1.9M reactions from patents (1976-2016). Predict the reactants needed to synthesize the given product. Given the product [CH3:11][C:12]1[CH:17]=[CH:16][C:15]([CH2:18][Se:6][CH2:5][CH2:4][C:7]([OH:9])=[O:8])=[CH:14][CH:13]=1, predict the reactants needed to synthesize it. The reactants are: [BH4-].[Na+].N[C@H:4]([C:7]([OH:9])=[O:8])[CH2:5][SeH:6].Cl[CH2:11][C:12]1[CH:17]=[CH:16][C:15]([CH3:18])=[CH:14][CH:13]=1.